From a dataset of Full USPTO retrosynthesis dataset with 1.9M reactions from patents (1976-2016). Predict the reactants needed to synthesize the given product. (1) Given the product [CH:4]([C:3]1[C:2]([OH:1])=[CH:9][C:8]([C:10](=[O:13])[CH:11]=[CH2:12])=[CH:7][C:6]=1[OH:14])=[CH2:15], predict the reactants needed to synthesize it. The reactants are: [OH:1][C:2]1[CH:9]=[C:8]([C:10](=[O:13])[CH:11]=[CH2:12])[CH:7]=[C:6]([OH:14])[C:3]=1[CH:4]=O.[C:15]1(P(C2C=CC=CC=2)C2C=CC=CC=2)C=CC=CC=1.C([Li])CCC. (2) Given the product [CH3:1][C:2]12[CH2:12][CH:11]1[C:10]1[C:9]([O:13][C:21]3[CH:26]=[CH:25][C:24]([N+:27]([O-:29])=[O:28])=[CH:23][N:22]=3)=[CH:8][CH:7]=[CH:6][C:5]=1[O:4][CH2:3]2, predict the reactants needed to synthesize it. The reactants are: [CH3:1][C:2]12[CH2:12][CH:11]1[C:10]1[C:9]([OH:13])=[CH:8][CH:7]=[CH:6][C:5]=1[O:4][CH2:3]2.C([O-])([O-])=O.[K+].[K+].Cl[C:21]1[CH:26]=[CH:25][C:24]([N+:27]([O-:29])=[O:28])=[CH:23][N:22]=1. (3) Given the product [Cl:1][C:2]1[CH:7]=[C:6]([N:8]=[C:18]=[S:19])[CH:5]=[CH:4][C:3]=1[C:9]1[CH:14]=[CH:13][C:12]([S:15][CH3:16])=[CH:11][C:10]=1[F:17], predict the reactants needed to synthesize it. The reactants are: [Cl:1][C:2]1[CH:7]=[C:6]([NH2:8])[CH:5]=[CH:4][C:3]=1[C:9]1[CH:14]=[CH:13][C:12]([S:15][CH3:16])=[CH:11][C:10]=1[F:17].[C:18](N1C=CN=C1)(N1C=CN=C1)=[S:19]. (4) The reactants are: [NH2:1][C:2]1[CH:3]=[N:4][CH:5]=[CH:6][C:7]=1[C:8]1[CH:13]=[CH:12][CH:11]=[CH:10][CH:9]=1.[F:14][C:15]([F:33])([F:32])[C:16]1[CH:17]=[CH:18][C:19]([NH:22][C:23]2[CH:24]=[C:25]([CH:29]=[CH:30][N:31]=2)[C:26](O)=[O:27])=[N:20][CH:21]=1.CCN(C(C)C)C(C)C.CCCP1(OP(CCC)(=O)OP(CCC)(=O)O1)=O. Given the product [C:8]1([C:7]2[CH:6]=[CH:5][N:4]=[CH:3][C:2]=2[NH:1][C:26](=[O:27])[C:25]2[CH:29]=[CH:30][N:31]=[C:23]([NH:22][C:19]3[CH:18]=[CH:17][C:16]([C:15]([F:33])([F:32])[F:14])=[CH:21][N:20]=3)[CH:24]=2)[CH:13]=[CH:12][CH:11]=[CH:10][CH:9]=1, predict the reactants needed to synthesize it. (5) Given the product [CH3:18][CH:19]1[CH2:24][CH2:23][CH:22]([NH:25][CH2:1][C:3]2[CH:8]=[CH:7][C:6]([C:9]3[CH:14]=[CH:13][CH:12]=[C:11]([C:15]([NH2:17])=[O:16])[CH:10]=3)=[CH:5][CH:4]=2)[CH2:21][CH2:20]1, predict the reactants needed to synthesize it. The reactants are: [CH:1]([C:3]1[CH:8]=[CH:7][C:6]([C:9]2[CH:14]=[CH:13][CH:12]=[C:11]([C:15]([NH2:17])=[O:16])[CH:10]=2)=[CH:5][CH:4]=1)=O.[CH3:18][CH:19]1[CH2:24][CH2:23][CH:22]([NH2:25])[CH2:21][CH2:20]1.[BH4-].[Na+].O. (6) Given the product [CH2:15]([C:17]1[N:18]([CH2:31][CH2:32][CH2:33][C:34]#[C:35][C:2]2[CH:7]=[CH:6][CH:5]=[CH:4][CH:3]=2)[C:19]2[C:28]3[CH:27]=[CH:26][CH:25]=[CH:24][C:23]=3[N:22]=[C:21]([NH2:29])[C:20]=2[N:30]=1)[CH3:16], predict the reactants needed to synthesize it. The reactants are: I[C:2]1[CH:7]=[CH:6][CH:5]=[CH:4][CH:3]=1.C(N(CC)CC)C.[CH2:15]([C:17]1[N:18]([CH2:31][CH2:32][CH2:33][C:34]#[CH:35])[C:19]2[C:28]3[CH:27]=[CH:26][CH:25]=[CH:24][C:23]=3[N:22]=[C:21]([NH2:29])[C:20]=2[N:30]=1)[CH3:16]. (7) Given the product [C:16]([O:8][CH2:7][CH2:6][CH2:5][O:4][N+:1]([O-:3])=[O:2])(=[O:22])[CH2:17][CH2:18][CH2:19][CH2:20][CH3:21], predict the reactants needed to synthesize it. The reactants are: [N+:1]([O:4][CH2:5][CH2:6][CH2:7][OH:8])([O-:3])=[O:2].C(N(CC)CC)C.[C:16](Cl)(=[O:22])[CH2:17][CH2:18][CH2:19][CH2:20][CH3:21]. (8) Given the product [CH3:1][O:2][C:3]1[CH:4]=[C:5]([CH:11]([CH:25]([CH3:27])[CH3:26])[C:12]#[N:13])[CH:6]=[CH:7][C:8]=1[O:9][CH3:10], predict the reactants needed to synthesize it. The reactants are: [CH3:1][O:2][C:3]1[CH:4]=[C:5]([CH2:11][C:12]#[N:13])[CH:6]=[CH:7][C:8]=1[O:9][CH3:10].C[Si]([N-][Si](C)(C)C)(C)C.[Na+].Br[CH:25]([CH3:27])[CH3:26].[NH4+].[Cl-]. (9) Given the product [CH2:1]([O:3][C:4]1[CH:11]=[CH:10][CH:9]=[CH:8][C:5]=1[CH:6]1[NH:16][C:12](=[O:15])[CH2:13][O:7]1)[CH3:2], predict the reactants needed to synthesize it. The reactants are: [CH2:1]([O:3][C:4]1[CH:11]=[CH:10][CH:9]=[CH:8][C:5]=1[CH:6]=[O:7])[CH3:2].[C:12]([NH2:16])(=[O:15])[CH2:13]O. (10) Given the product [Cl:1][C:2]1[CH:3]=[C:4]([NH:10][C:11]([CH:13]2[CH2:16][CH2:15][CH:14]2[C:17]([NH:35][C:31]2[CH:32]=[CH:33][C:34]3[N:22]([CH2:20][CH3:21])[C:23]4[C:28]([C:29]=3[CH:30]=2)=[CH:27][CH:26]=[CH:25][CH:24]=4)=[O:19])=[O:12])[CH:5]=[CH:6][C:7]=1[C:8]#[N:9], predict the reactants needed to synthesize it. The reactants are: [Cl:1][C:2]1[CH:3]=[C:4]([NH:10][C:11]([CH:13]2[CH2:16][CH2:15][CH:14]2[C:17]([OH:19])=O)=[O:12])[CH:5]=[CH:6][C:7]=1[C:8]#[N:9].[CH2:20]([N:22]1[C:34]2[CH:33]=[CH:32][C:31]([NH2:35])=[CH:30][C:29]=2[C:28]2[C:23]1=[CH:24][CH:25]=[CH:26][CH:27]=2)[CH3:21].CN(C(ON1N=NC2C=CC=NC1=2)=[N+](C)C)C.F[P-](F)(F)(F)(F)F.